This data is from Forward reaction prediction with 1.9M reactions from USPTO patents (1976-2016). The task is: Predict the product of the given reaction. (1) Given the reactants C([O:3][C:4](=[O:23])[C:5]([O:15][C:16]1[CH:21]=[CH:20][C:19]([F:22])=[CH:18][CH:17]=1)([CH3:14])[CH2:6][C:7]1[CH:12]=[CH:11][C:10](O)=[CH:9][CH:8]=1)C.[CH3:24][C:25]1[O:29][C:28]([C:30]2[CH:35]=[CH:34][C:33]([C:36]3[CH:41]=[CH:40][CH:39]=[CH:38][CH:37]=3)=[CH:32][CH:31]=2)=[N:27][C:26]=1[CH2:42][CH2:43][O:44]S(C1C=CC(C)=CC=1)(=O)=O.C([O-])([O-])=O.[K+].[K+].[OH-].[Na+], predict the reaction product. The product is: [C:33]1([C:36]2[CH:37]=[CH:38][CH:39]=[CH:40][CH:41]=2)[CH:34]=[CH:35][C:30]([C:28]2[O:29][C:25]([CH3:24])=[C:26]([CH2:42][CH2:43][O:44][C:10]3[CH:9]=[CH:8][C:7]([CH2:6][C:5]([O:15][C:16]4[CH:21]=[CH:20][C:19]([F:22])=[CH:18][CH:17]=4)([CH3:14])[C:4]([OH:23])=[O:3])=[CH:12][CH:11]=3)[N:27]=2)=[CH:31][CH:32]=1. (2) Given the reactants [C:1]([CH:3]([C:11]1[C:16]([C:17]([F:20])([F:19])[F:18])=[CH:15][C:14]([N+:21]([O-:23])=[O:22])=[CH:13][N:12]=1)C(OC(C)(C)C)=O)#[N:2].Cl, predict the reaction product. The product is: [N+:21]([C:14]1[CH:15]=[C:16]([C:17]([F:20])([F:18])[F:19])[C:11]([CH2:3][C:1]#[N:2])=[N:12][CH:13]=1)([O-:23])=[O:22]. (3) Given the reactants [Cl:1][C:2]1[N:7]=[C:6](Cl)[N:5]=[C:4]([NH:9][CH:10](C)C)[N:3]=1.[F:13][C:14]1[CH:15]=[C:16](B(O)O)[CH:17]=[CH:18][CH:19]=1.[C:23]([O-])([O-])=O.[Cs+].[Cs+].[O:29]1[CH2:34][CH2:33]OCC1.O, predict the reaction product. The product is: [Cl:1][C:2]1[N:7]=[C:6]([C:19]2[CH:18]=[CH:17][CH:16]=[CH:15][C:14]=2[F:13])[N:5]=[C:4]([NH:9][CH2:10][C:34]([CH3:23])([OH:29])[CH3:33])[N:3]=1. (4) Given the reactants [Br:1][C:2]1[C:7]([N+:8]([O-:10])=[O:9])=[CH:6][CH:5]=[CH:4][C:3]=1[CH3:11].C1C(=O)N([Br:19])C(=O)C1, predict the reaction product. The product is: [Br:1][C:2]1[C:7]([N+:8]([O-:10])=[O:9])=[CH:6][CH:5]=[CH:4][C:3]=1[CH2:11][Br:19]. (5) Given the reactants [CH3:1][C:2]1[N:7]=[C:6]([SH:8])[N:5]=[C:4]([OH:9])[CH:3]=1.Br[CH2:11][C:12]1[C:13]([Cl:22])=[N:14][C:15]2[C:20]([CH:21]=1)=[CH:19][CH:18]=[CH:17][CH:16]=2.C(N(CC)CC)C, predict the reaction product. The product is: [Cl:22][C:13]1[C:12]([CH2:11][S:8][C:6]2[N:5]=[C:4]([OH:9])[CH:3]=[C:2]([CH3:1])[N:7]=2)=[CH:21][C:20]2[C:15](=[CH:16][CH:17]=[CH:18][CH:19]=2)[N:14]=1. (6) Given the reactants [CH3:1][O:2][C:3]1[CH:8]=[CH:7][C:6]([OH:9])=[C:5]([N+:10]([O-:12])=[O:11])[CH:4]=1.C(=O)([O-])[O-].[K+].[K+].[CH2:19]([O:21][C:22](=[O:25])[CH2:23]Br)[CH3:20], predict the reaction product. The product is: [CH3:1][O:2][C:3]1[CH:8]=[CH:7][C:6]([O:9][CH2:23][C:22]([O:21][CH2:19][CH3:20])=[O:25])=[C:5]([N+:10]([O-:12])=[O:11])[CH:4]=1. (7) Given the reactants [F:1][C:2]1[CH:3]=[C:4]([CH2:12][CH2:13][C:14]([O:16][CH2:17][CH3:18])=[O:15])[CH:5]=[C:6]([C@H:9]2[CH2:11][O:10]2)[C:7]=1[F:8].[CH3:19][C:20]([NH2:31])([CH3:30])[CH2:21][CH2:22][CH2:23][C:24]1[CH:29]=[CH:28][CH:27]=[CH:26][CH:25]=1, predict the reaction product. The product is: [CH3:30][C:20]([NH:31][CH2:11][C@H:9]([C:6]1[CH:5]=[C:4]([CH2:12][CH2:13][C:14]([O:16][CH2:17][CH3:18])=[O:15])[CH:3]=[C:2]([F:1])[C:7]=1[F:8])[OH:10])([CH3:19])[CH2:21][CH2:22][CH2:23][C:24]1[CH:29]=[CH:28][CH:27]=[CH:26][CH:25]=1. (8) The product is: [OH:8][CH2:9][CH2:10][C:11]1([C:24]2[CH:29]=[CH:28][CH:27]=[CH:26][CH:25]=2)[O:16][CH2:15][CH2:14][N:13]([C:17]([O:19][C:20]([CH3:23])([CH3:21])[CH3:22])=[O:18])[CH2:12]1. Given the reactants [Si]([O:8][CH2:9][CH2:10][C:11]1([C:24]2[CH:29]=[CH:28][CH:27]=[CH:26][CH:25]=2)[O:16][CH2:15][CH2:14][N:13]([C:17]([O:19][C:20]([CH3:23])([CH3:22])[CH3:21])=[O:18])[CH2:12]1)(C(C)(C)C)(C)C.[F-].C([N+](CCCC)(CCCC)CCCC)CCC, predict the reaction product.